This data is from Catalyst prediction with 721,799 reactions and 888 catalyst types from USPTO. The task is: Predict which catalyst facilitates the given reaction. (1) Reactant: [CH3:1][NH:2][C:3]1[CH:4]=[CH:5][CH:6]=[C:7]2[C:12]3[N:13]([C:24]4[CH:29]=[CH:28][CH:27]=[CH:26][CH:25]=4)[N:14]=[C:15]([C:16]([N:18]4[CH2:23][CH2:22][O:21][CH2:20][CH2:19]4)=[O:17])[C:11]=3[CH2:10]S[C:8]=12.O[O:31][S:32]([O-:34])=O.[K+].CCOC(C)=O. Product: [CH3:1][NH:2][C:3]1[CH:4]=[CH:5][CH:6]=[C:7]2[C:12]3[N:13]([C:24]4[CH:29]=[CH:28][CH:27]=[CH:26][CH:25]=4)[N:14]=[C:15]([C:16]([N:18]4[CH2:23][CH2:22][O:21][CH2:20][CH2:19]4)=[O:17])[C:11]=3[CH2:10][S:32](=[O:34])(=[O:31])[C:8]=12. The catalyst class is: 20. (2) Product: [CH3:32][C:13]1[CH:12]=[C:11]([C:4]2[C:5]([CH3:10])=[C:6]([C:7]([NH2:33])=[O:8])[N:2]([CH3:1])[N:3]=2)[CH:16]=[CH:15][C:14]=1[O:17][CH2:18][C:19]1[CH:24]=[CH:23][CH:22]=[CH:21][C:20]=1[N:25]1[C:29](=[O:30])[N:28]([CH3:31])[N:27]=[N:26]1. Reactant: [CH3:1][N:2]1[C:6]([C:7](Cl)=[O:8])=[C:5]([CH3:10])[C:4]([C:11]2[CH:16]=[CH:15][C:14]([O:17][CH2:18][C:19]3[CH:24]=[CH:23][CH:22]=[CH:21][C:20]=3[N:25]3[C:29](=[O:30])[N:28]([CH3:31])[N:27]=[N:26]3)=[C:13]([CH3:32])[CH:12]=2)=[N:3]1.[NH3:33]. The catalyst class is: 7. (3) Reactant: C(OC(=O)[NH:7][C:8]1[CH:13]=[CH:12][C:11]([C:14]([F:17])([F:16])[F:15])=[CH:10][C:9]=1[NH:18][C:19](=[O:36])[CH2:20][C:21]([C:23]1[CH:28]=[CH:27][CH:26]=[C:25]([C:29]2[CH:34]=[CH:33][N:32]=[C:31]([CH3:35])[CH:30]=2)[CH:24]=1)=O)(C)(C)C.C(O)(C(F)(F)F)=O. The catalyst class is: 2. Product: [CH3:35][C:31]1[CH:30]=[C:29]([C:25]2[CH:24]=[C:23]([C:21]3[CH2:20][C:19](=[O:36])[NH:18][C:9]4[CH:10]=[C:11]([C:14]([F:17])([F:16])[F:15])[CH:12]=[CH:13][C:8]=4[N:7]=3)[CH:28]=[CH:27][CH:26]=2)[CH:34]=[CH:33][N:32]=1. (4) Reactant: [F:1][C@@H:2]1[C@H:7]([OH:8])[CH2:6][CH2:5][N:4]([C:9]([O:11][C:12]([CH3:15])([CH3:14])[CH3:13])=[O:10])[CH2:3]1.CC(C)([O-])C.[Na+].Cl[C:23]1[N:28]=[CH:27][N:26]=[C:25]([N:29]2[C:37]3[CH:36]=[CH:35][N:34]=[N:33][C:32]=3[CH2:31][CH2:30]2)[C:24]=1[CH3:38]. Product: [N:33]1[C:32]2[CH2:31][CH2:30][N:29]([C:25]3[N:26]=[CH:27][N:28]=[C:23]([O:8][C@@H:7]4[CH2:6][CH2:5][N:4]([C:9]([O:11][C:12]([CH3:15])([CH3:14])[CH3:13])=[O:10])[CH2:3][C@@H:2]4[F:1])[C:24]=3[CH3:38])[C:37]=2[CH:36]=[CH:35][N:34]=1. The catalyst class is: 7.